The task is: Predict the product of the given reaction.. This data is from Forward reaction prediction with 1.9M reactions from USPTO patents (1976-2016). (1) The product is: [Cl:1][C:2]1[N:3]=[C:4]([C:9]([O:11][CH3:12])=[O:10])[CH:5]=[C:6]([NH:20][CH:21]2[CH2:26][CH2:25][O:24][CH2:23][CH2:22]2)[N:7]=1. Given the reactants [Cl:1][C:2]1[N:7]=[C:6](Cl)[CH:5]=[C:4]([C:9]([O:11][CH3:12])=[O:10])[N:3]=1.C(N(CC)CC)C.[NH2:20][CH:21]1[CH2:26][CH2:25][O:24][CH2:23][CH2:22]1, predict the reaction product. (2) The product is: [F:20][C:14]1[CH:15]=[C:16]([F:19])[CH:17]=[CH:18][C:13]=1[O:12][C:3]1[C:4]2[N:8]=[CH:7][N:6]([CH3:9])[C:5]=2[CH:10]=[CH:11][C:2]=1[C:40]1[C:41]2[CH:49]=[CH:48][N:47]([S:50]([C:53]3[CH:58]=[CH:57][C:56]([CH3:59])=[CH:55][CH:54]=3)(=[O:52])=[O:51])[C:42]=2[C:43](=[O:46])[NH:44][CH:45]=1. Given the reactants Br[C:2]1[CH:11]=[CH:10][C:5]2[N:6]([CH3:9])[CH:7]=[N:8][C:4]=2[C:3]=1[O:12][C:13]1[CH:18]=[CH:17][C:16]([F:19])=[CH:15][C:14]=1[F:20].C([O-])(=O)C.[K+].B(O)(O)B(O)O.C(=O)([O-])[O-].[K+].[K+].O.Br[C:40]1[C:41]2[CH:49]=[CH:48][N:47]([S:50]([C:53]3[CH:58]=[CH:57][C:56]([CH3:59])=[CH:55][CH:54]=3)(=[O:52])=[O:51])[C:42]=2[C:43](=[O:46])[NH:44][CH:45]=1, predict the reaction product. (3) Given the reactants C([NH:5][C:6]1[CH:11]=[C:10]([C:12]2[C:13]([C:24]3[C:25]([F:45])=[C:26]([N:30](COC)[S:31]([C:34]4[CH:39]=[C:38]([F:40])[CH:37]=[CH:36][C:35]=4[F:41])(=[O:33])=[O:32])[CH:27]=[CH:28][CH:29]=3)=[N:14][N:15]([CH:17]3[CH2:22][CH2:21][N:20]([CH3:23])[CH2:19][CH2:18]3)[CH:16]=2)[CH:9]=[CH:8][N:7]=1)(C)(C)C, predict the reaction product. The product is: [NH2:5][C:6]1[CH:11]=[C:10]([C:12]2[C:13]([C:24]3[C:25]([F:45])=[C:26]([NH:30][S:31]([C:34]4[CH:39]=[C:38]([F:40])[CH:37]=[CH:36][C:35]=4[F:41])(=[O:32])=[O:33])[CH:27]=[CH:28][CH:29]=3)=[N:14][N:15]([CH:17]3[CH2:18][CH2:19][N:20]([CH3:23])[CH2:21][CH2:22]3)[CH:16]=2)[CH:9]=[CH:8][N:7]=1. (4) Given the reactants [Cl:1][C:2]1[CH:17]=[CH:16][C:5]([C:6]([NH:8][CH2:9][CH2:10][CH2:11][CH2:12][CH2:13][CH2:14]O)=[O:7])=[CH:4][CH:3]=1.O.C(OCC)C.[BrH:24], predict the reaction product. The product is: [Br:24][CH2:14][CH2:13][CH2:12][CH2:11][CH2:10][CH2:9][NH:8][C:6](=[O:7])[C:5]1[CH:16]=[CH:17][C:2]([Cl:1])=[CH:3][CH:4]=1.